This data is from Peptide-MHC class II binding affinity with 134,281 pairs from IEDB. The task is: Regression. Given a peptide amino acid sequence and an MHC pseudo amino acid sequence, predict their binding affinity value. This is MHC class II binding data. (1) The peptide sequence is EAMEKELREAFRLYD. The MHC is HLA-DQA10501-DQB10301 with pseudo-sequence HLA-DQA10501-DQB10301. The binding affinity (normalized) is 0. (2) The peptide sequence is PRYVKQNTLKLATGM. The MHC is DRB4_0101 with pseudo-sequence DRB4_0103. The binding affinity (normalized) is 0.372.